From a dataset of Forward reaction prediction with 1.9M reactions from USPTO patents (1976-2016). Predict the product of the given reaction. (1) Given the reactants Cl.[CH2:2]([N:9]1[CH2:18][CH2:17][C:16]2[C:15](=O)[NH:14][CH:13]=[N:12][C:11]=2[CH2:10]1)[C:3]1[CH:8]=[CH:7][CH:6]=[CH:5][CH:4]=1.O=P(Cl)(Cl)[Cl:22], predict the reaction product. The product is: [CH2:2]([N:9]1[CH2:18][CH2:17][C:16]2[C:15]([Cl:22])=[N:14][CH:13]=[N:12][C:11]=2[CH2:10]1)[C:3]1[CH:8]=[CH:7][CH:6]=[CH:5][CH:4]=1. (2) Given the reactants [F:1][C:2]([F:31])([F:30])[CH2:3][C:4]([N:6]1[CH2:11][CH2:10][CH:9]([CH2:12][O:13][C:14]2[CH:19]=[CH:18][C:17]([C:20]3[CH:25]=[CH:24][C:23]([S:26]([CH3:29])(=[O:28])=[O:27])=[CH:22][CH:21]=3)=[CH:16][CH:15]=2)[CH2:8][CH2:7]1)=O.[H-].[H-].[H-].[H-].[Li+].[Al+3].O, predict the reaction product. The product is: [CH3:29][S:26]([C:23]1[CH:24]=[CH:25][C:20]([C:17]2[CH:16]=[CH:15][C:14]([O:13][CH2:12][CH:9]3[CH2:8][CH2:7][N:6]([CH2:4][CH2:3][C:2]([F:30])([F:31])[F:1])[CH2:11][CH2:10]3)=[CH:19][CH:18]=2)=[CH:21][CH:22]=1)(=[O:28])=[O:27]. (3) Given the reactants [Br:1][C:2]1[CH:3]=[C:4]([OH:8])[CH:5]=[CH:6][CH:7]=1.C([O-])([O-])=O.[K+].[K+].Br[CH2:16][CH2:17][CH2:18][CH2:19][OH:20].O, predict the reaction product. The product is: [Br:1][C:2]1[CH:3]=[C:4]([CH:5]=[CH:6][CH:7]=1)[O:8][CH2:16][CH2:17][CH2:18][CH2:19][OH:20]. (4) Given the reactants [CH:1]1([N:7]2[C:11]3[CH:12]=[CH:13][C:14]([C:16]([OH:18])=O)=[CH:15][C:10]=3[N:9]=[C:8]2[C:19]2[CH:20]=[C:21]3[C:26](=[CH:27][CH:28]=2)[N:25]=[C:24]([C:29]2[CH:34]=[CH:33][CH:32]=[CH:31][CH:30]=2)[CH:23]=[CH:22]3)[CH2:6][CH2:5][CH2:4][CH2:3][CH2:2]1.[NH2:35][C@H:36]([C:39]([OH:41])=[O:40])[CH2:37][OH:38], predict the reaction product. The product is: [CH:1]1([N:7]2[C:11]3[CH:12]=[CH:13][C:14]([C:16]([NH:35][CH:36]([CH2:37][OH:38])[C:39]([OH:41])=[O:40])=[O:18])=[CH:15][C:10]=3[N:9]=[C:8]2[C:19]2[CH:20]=[C:21]3[C:26](=[CH:27][CH:28]=2)[N:25]=[C:24]([C:29]2[CH:34]=[CH:33][CH:32]=[CH:31][CH:30]=2)[CH:23]=[CH:22]3)[CH2:2][CH2:3][CH2:4][CH2:5][CH2:6]1. (5) Given the reactants [CH:1]1([C:6]2[CH:34]=[CH:33][C:9]([CH2:10][O:11][C:12]3[CH:20]=[CH:19][C:18]4[N:17]5[CH2:21][CH2:22][CH:23]([CH2:24][C:25]([O:27]C(C)(C)C)=[O:26])[C:16]5=[C:15]([CH3:32])[C:14]=4[CH:13]=3)=[CH:8][C:7]=2[C:35]([F:38])([F:37])[F:36])[CH2:5][CH2:4][CH2:3][CH2:2]1.NC(CS)C(O)=O, predict the reaction product. The product is: [CH:1]1([C:6]2[CH:34]=[CH:33][C:9]([CH2:10][O:11][C:12]3[CH:20]=[CH:19][C:18]4[N:17]5[CH2:21][CH2:22][CH:23]([CH2:24][C:25]([OH:27])=[O:26])[C:16]5=[C:15]([CH3:32])[C:14]=4[CH:13]=3)=[CH:8][C:7]=2[C:35]([F:38])([F:36])[F:37])[CH2:2][CH2:3][CH2:4][CH2:5]1. (6) Given the reactants [CH:1]1([CH2:4][N:5]2[C:14]3[C:9](=[CH:10][CH:11]=[CH:12][CH:13]=3)[C:8]([OH:15])=[C:7]([C:16](OCC)=[O:17])[C:6]2=[O:21])[CH2:3][CH2:2]1.[C:22]([NH:35][NH2:36])(=[O:34])[CH2:23][CH2:24][CH2:25][CH2:26][CH2:27][CH2:28][CH2:29][CH2:30][CH2:31][CH2:32][CH3:33], predict the reaction product. The product is: [CH:1]1([CH2:4][N:5]2[C:14]3[C:9](=[CH:10][CH:11]=[CH:12][CH:13]=3)[C:8]([OH:15])=[C:7]([C:16]([NH:36][NH:35][C:22](=[O:34])[CH2:23][CH2:24][CH2:25][CH2:26][CH2:27][CH2:28][CH2:29][CH2:30][CH2:31][CH2:32][CH3:33])=[O:17])[C:6]2=[O:21])[CH2:3][CH2:2]1. (7) Given the reactants Br[C:2]1[C:11]([C:12]([O:14][CH3:15])=[O:13])=[N:10][C:9]2[NH:8][C:7](=[O:16])[CH2:6][S:5][C:4]=2[CH:3]=1.[CH2:17]([Sn](CC)(CC)CC)[CH3:18], predict the reaction product. The product is: [CH2:17]([C:2]1[C:11]([C:12]([O:14][CH3:15])=[O:13])=[N:10][C:9]2[NH:8][C:7](=[O:16])[CH2:6][S:5][C:4]=2[CH:3]=1)[CH3:18]. (8) Given the reactants C(O[C:5](=[O:7])[CH3:6])(=O)C.[CH3:8][C:9]1[C:18]2[C:13](=[CH:14][CH:15]=[CH:16][CH:17]=2)[CH:12]=[C:11]([NH2:19])[N:10]=1.C(N(CC)CC)C, predict the reaction product. The product is: [CH3:8][C:9]1[C:18]2[C:13](=[CH:14][CH:15]=[CH:16][CH:17]=2)[CH:12]=[C:11]([NH:19][C:5](=[O:7])[CH3:6])[N:10]=1.